Dataset: Full USPTO retrosynthesis dataset with 1.9M reactions from patents (1976-2016). Task: Predict the reactants needed to synthesize the given product. Given the product [N:26]1([NH:25][C:21]([C:9]2[C:8]3[CH2:7][CH2:6][C:5]4[S:24][C:2]([Br:1])=[CH:3][C:4]=4[C:12]=3[N:11]([C:13]3[CH:18]=[CH:17][C:16]([Cl:19])=[CH:15][C:14]=3[Cl:20])[N:10]=2)=[O:22])[CH2:31][CH2:30][CH2:29][CH2:28][CH2:27]1, predict the reactants needed to synthesize it. The reactants are: [Br:1][C:2]1[S:24][C:5]2[CH2:6][CH2:7][C:8]3[C:9]([C:21](O)=[O:22])=[N:10][N:11]([C:13]4[CH:18]=[CH:17][C:16]([Cl:19])=[CH:15][C:14]=4[Cl:20])[C:12]=3[C:4]=2[CH:3]=1.[NH2:25][N:26]1[CH2:31][CH2:30][CH2:29][CH2:28][CH2:27]1.